Dataset: Catalyst prediction with 721,799 reactions and 888 catalyst types from USPTO. Task: Predict which catalyst facilitates the given reaction. (1) Reactant: C(NC(C)C)(C)C.[Li+].CCC[CH2-].[O:13]1[CH2:18][CH2:17][CH2:16][C:15](=[O:19])[CH2:14]1.C1(N([S:27]([C:30]([F:33])([F:32])[F:31])(=[O:29])=[O:28])[S:27]([C:30]([F:33])([F:32])[F:31])(=[O:29])=[O:28])C=CC=CC=1. Product: [F:31][C:30]([F:33])([F:32])[S:27]([O:19][C:15]1[CH2:16][CH2:17][CH2:18][O:13][CH:14]=1)(=[O:29])=[O:28]. The catalyst class is: 1. (2) Reactant: [C:1]([O:5][C@@H:6]([C:12]1[C:30]([CH3:31])=[CH:29][C:15]2[N:16]=[C:17]([C:19]3[CH:28]=[CH:27][C:22]4[N:23]([CH3:26])[N:24]=[N:25][C:21]=4[CH:20]=3)[S:18][C:14]=2[C:13]=1[C:32]1[CH:37]=[CH:36][C:35]([Cl:38])=[CH:34][CH:33]=1)[C:7]([O:9]CC)=[O:8])([CH3:4])([CH3:3])[CH3:2].[OH-].[Na+]. Product: [C:1]([O:5][C@@H:6]([C:12]1[C:30]([CH3:31])=[CH:29][C:15]2[N:16]=[C:17]([C:19]3[CH:28]=[CH:27][C:22]4[N:23]([CH3:26])[N:24]=[N:25][C:21]=4[CH:20]=3)[S:18][C:14]=2[C:13]=1[C:32]1[CH:33]=[CH:34][C:35]([Cl:38])=[CH:36][CH:37]=1)[C:7]([OH:9])=[O:8])([CH3:4])([CH3:2])[CH3:3]. The catalyst class is: 242. (3) Reactant: CO[CH:3](OC)[CH2:4][S:5][C:6]1[NH:7][C:8](=[O:13])[NH:9][C:10](=[O:12])[CH:11]=1.C[Si](I)(C)C. The catalyst class is: 10. Product: [S:5]1[C:6]2[N:7]([C:8](=[O:13])[NH:9][C:10](=[O:12])[CH:11]=2)[CH:3]=[CH:4]1. (4) Reactant: [CH2:1]([C:8]1[CH:12]=[C:11](N2CCCCC2)[N:10]([CH2:19][CH3:20])[N:9]=1)[C:2]1[CH:7]=[CH:6][CH:5]=[CH:4][CH:3]=1.[ClH:21].[C:22]([Cl:25])(=O)[CH3:23]. Product: [ClH:25].[ClH:21].[CH2:1]([C:8]1[CH:12]=[C:11]([CH:23]2[CH2:22][CH2:19][NH:10][CH2:11][CH2:12]2)[N:10]([CH2:19][CH3:20])[N:9]=1)[C:2]1[CH:3]=[CH:4][CH:5]=[CH:6][CH:7]=1. The catalyst class is: 5. (5) Reactant: Cl[C:2]1[CH:3]=[CH:4][C:5]([N+:9]([O-:11])=[O:10])=[C:6]([CH:8]=1)[NH2:7].[F:12][C:13]1[CH:18]=[CH:17][C:16]([OH:19])=[CH:15][CH:14]=1.C(=O)([O-])[O-].[K+].[K+].CN(C=O)C. Product: [F:12][C:13]1[CH:18]=[CH:17][C:16]([O:19][C:2]2[CH:3]=[CH:4][C:5]([N+:9]([O-:11])=[O:10])=[C:6]([CH:8]=2)[NH2:7])=[CH:15][CH:14]=1. The catalyst class is: 6.